From a dataset of Full USPTO retrosynthesis dataset with 1.9M reactions from patents (1976-2016). Predict the reactants needed to synthesize the given product. (1) Given the product [Br:1][C:2]1[CH:3]=[C:4]2[N:10]([CH2:12][C:13]3[CH:18]=[CH:17][CH:16]=[C:15]([F:19])[CH:14]=3)[CH:9]=[N:8][C:5]2=[N:6][CH:7]=1, predict the reactants needed to synthesize it. The reactants are: [Br:1][C:2]1[CH:3]=[C:4]2[N:10]=[CH:9][NH:8][C:5]2=[N:6][CH:7]=1.Br[CH2:12][C:13]1[CH:18]=[CH:17][CH:16]=[C:15]([F:19])[CH:14]=1.C(=O)([O-])[O-].[Cs+].[Cs+]. (2) Given the product [CH3:31][N:11]1[C:12](=[O:30])[C:13]2[CH:18]=[N:17][C:16]3[N:19]([CH2:22][O:23][CH2:24][CH2:25][Si:26]([CH3:29])([CH3:27])[CH3:28])[CH:20]=[CH:21][C:15]=3[C:14]=2[N:9]([C@H:6]2[CH2:5][CH2:4][C@H:3]([CH:2]=[O:1])[CH2:8][CH2:7]2)[CH2:10]1, predict the reactants needed to synthesize it. The reactants are: [OH:1][CH2:2][C@H:3]1[CH2:8][CH2:7][C@H:6]([N:9]2[C:14]3[C:15]4[CH:21]=[CH:20][N:19]([CH2:22][O:23][CH2:24][CH2:25][Si:26]([CH3:29])([CH3:28])[CH3:27])[C:16]=4[N:17]=[CH:18][C:13]=3[C:12](=[O:30])[N:11]([CH3:31])[CH2:10]2)[CH2:5][CH2:4]1.I(C1C=CC=CC=1C(O)=O)(=O)=O.S([O-])([O-])(=O)=S.[Na+].[Na+].C(=O)([O-])O.[Na+].